Dataset: Reaction yield outcomes from USPTO patents with 853,638 reactions. Task: Predict the reaction yield, written as a fraction of the theoretical maximum amount of product (1.0 means a 100% yield; for example, 0.34 means a 34% yield). (1) The reactants are [Cl:1][C:2]1[CH:3]=[C:4]([C@@H:12]([CH2:26][CH:27]2[CH2:31][CH2:30][CH2:29][CH2:28]2)[C:13]([NH:15][C:16]2[CH:20]=[CH:19][N:18]([CH2:21][CH2:22][C:23](O)=[O:24])[N:17]=2)=[O:14])[CH:5]=[CH:6][C:7]=1[S:8]([CH3:11])(=[O:10])=[O:9].C(Cl)(=O)C(Cl)=O.N1C(C)=CC=CC=1C.[CH2:46]([NH2:53])[C:47]1[CH:52]=[CH:51][CH:50]=[CH:49][CH:48]=1. The catalyst is C(Cl)Cl. The product is [CH2:46]([NH:53][C:23]([CH2:22][CH2:21][N:18]1[CH:19]=[CH:20][C:16]([NH:15][C:13](=[O:14])[C@@H:12]([C:4]2[CH:5]=[CH:6][C:7]([S:8]([CH3:11])(=[O:9])=[O:10])=[C:2]([Cl:1])[CH:3]=2)[CH2:26][CH:27]2[CH2:31][CH2:30][CH2:29][CH2:28]2)=[N:17]1)=[O:24])[C:47]1[CH:52]=[CH:51][CH:50]=[CH:49][CH:48]=1. The yield is 0.320. (2) The reactants are [CH3:1][N:2]([CH3:25])[CH2:3][CH2:4][CH2:5][C:6]1([C:17]2[CH:22]=[CH:21][C:20]([O:23][CH3:24])=[CH:19][CH:18]=2)[C:14]2[C:9](=[CH:10][C:11]([C:15]#[N:16])=[CH:12][CH:13]=2)[CH2:8][O:7]1.[ClH:26]. The catalyst is ClCCl.C(OCC)C. The product is [ClH:26].[CH3:25][N:2]([CH3:1])[CH2:3][CH2:4][CH2:5][C:6]1([C:17]2[CH:18]=[CH:19][C:20]([O:23][CH3:24])=[CH:21][CH:22]=2)[C:14]2[C:9](=[CH:10][C:11]([C:15]#[N:16])=[CH:12][CH:13]=2)[CH2:8][O:7]1. The yield is 0.950. (3) The reactants are O[C:2]1[N:7]=[C:6]2[C:8]3[CH:9]=[CH:10][CH:11]=[CH:12][C:13]=3[C:14](=[O:15])[C:5]2=[N:4][C:3]=1[C:16]#[N:17].O=P(Cl)(Cl)[Cl:20]. No catalyst specified. The product is [Cl:20][C:2]1[N:7]=[C:6]2[C:8]3[CH:9]=[CH:10][CH:11]=[CH:12][C:13]=3[C:14](=[O:15])[C:5]2=[N:4][C:3]=1[C:16]#[N:17]. The yield is 0.440. (4) The reactants are [C:1](Cl)(=[O:4])[CH:2]=[CH2:3].[CH3:6][O:7][C:8]1[CH:13]=[C:12]([C:14]2[CH2:15][CH2:16][N:17]([CH3:20])[CH2:18][CH:19]=2)[C:11]([NH2:21])=[CH:10][C:9]=1[NH:22][C:23]1[N:28]=[C:27]([C:29]2[C:37]3[C:32](=[CH:33][CH:34]=[CH:35][CH:36]=3)[N:31]([CH3:38])[CH:30]=2)[CH:26]=[CH:25][N:24]=1. The catalyst is C(Cl)Cl.CO.C(Cl)Cl. The product is [CH3:6][O:7][C:8]1[C:9]([NH:22][C:23]2[N:28]=[C:27]([C:29]3[C:37]4[C:32](=[CH:33][CH:34]=[CH:35][CH:36]=4)[N:31]([CH3:38])[CH:30]=3)[CH:26]=[CH:25][N:24]=2)=[CH:10][C:11]([NH:21][C:1](=[O:4])[CH:2]=[CH2:3])=[C:12]([C:14]2[CH2:15][CH2:16][N:17]([CH3:20])[CH2:18][CH:19]=2)[CH:13]=1. The yield is 0.320.